From a dataset of Experimentally validated miRNA-target interactions with 360,000+ pairs, plus equal number of negative samples. Binary Classification. Given a miRNA mature sequence and a target amino acid sequence, predict their likelihood of interaction. (1) The miRNA is hsa-miR-155-5p with sequence UUAAUGCUAAUCGUGAUAGGGGUU. The protein sequence of the target gene is MLMLFVFGVLLHEVSLSGQNEAPPNTHSIPGEPLYNYASIRLPEEHIPFFLHNNRHIATVCRKDSLCPYKKHLEKLKYCWGYEKSCKPEFRFGYPVCSYVDMGWTDTLESAEDIFWKQADFGYARERLEEMHVLCQPKETSDSSLVCSRYLQYCRATNLYLDLRNIKRNHDRFKEDFFQSGEIGGHCKLDIRTLTSEGQRKSPLQSWFAELQSYTQLNFRPIEDAKCDIVIEKPTYFMKLDAGVNMYHHFCDFINLYITQHVNNSFSTDVYIVMWDTSSYGYGDLFSDTWNAFTDYDVIH.... Result: 1 (interaction). (2) The miRNA is hsa-miR-92a-3p with sequence UAUUGCACUUGUCCCGGCCUGU. The protein sequence of the target gene is MSRRFTVTSLPPAASAASADPESRRHSVADPRRLPREDVKGDGNPKESSPFINSTDTEKGREYDGRNMALFEEEMDTSPMVSSLLSGLANYTNLPQGSREHEEAENNEGGKKKPVQAPRMGTFMGVYLPCLQNIFGVILFLRLTWVVGIAGIMESFCMVFICCSCTMLTAISMSAIATNGVVPAGGSYYMISRSLGPEFGGAVGLCFYLGTTFAGAMYILGTIEILLAYLFPAMAIFKAEDASGEAAAMLNNMRVYGTCVLTCMATVVFVGVKYVNKFALVFLGCVILSILAIYAGVIKS.... Result: 0 (no interaction). (3) Result: 0 (no interaction). The miRNA is mmu-miR-412-5p with sequence UGGUCGACCAGCUGGAAAGUAAU. The protein sequence of the target gene is MNLLDPFMKMTDEQEKGLSGAPSPTMSEDSAGSPCPSGSGSDTENTRPQENTFPKGEPDLKKESEEDKFPVCIREAVSQVLKGYDWTLVPMPVRVNGSSKNKPHVKRPMNAFMVWAQAARRKLADQYPHLHNAELSKTLGKLWRLLNESEKRPFVEEAERLRVQHKKDHPDYKYQPRRRKSVKNGQAEAEEATEQTHISPNAIFKALQADSPHSSSGMSEVHSPGEHSGQSQGPPTPPTTPKTDVQAGKVDLKREGRPLAEGGRQPPIDFRDVDIGELSSDVISNIETFDVNEFDQYLPP.... (4) The miRNA is cel-miR-37-3p with sequence UCACCGGGUGAACACUUGCAGU. The protein sequence of the target gene is MEPPDARAGLLWLTFLLSGYSGAQAELHVSVPPRVEVMRGEQVALDCTPREHPEHYVLEWFLVDGTGARHRLASVEPQGSEFLGTVHSLGRVPPYEVDSRGRLVIAKVQVGDGRDYVCVVKAGAAGTSEATSSVRVFATPEDTEVSPNKGTLSVMDQFAQEIATCSSNNGNPVPRITWYRNGQRLEVPMEVNQKGYITIRTVREASGLYSLTSTLYLRLHKDDRDANFHCAAHYDLPSGQHGRLDSHTFRLTLHYPTEHVEFWVGSPSTTEGWVREGDAVQLLCQGDGSPSPEYSFFRQQ.... Result: 0 (no interaction). (5) The miRNA is hsa-miR-662 with sequence UCCCACGUUGUGGCCCAGCAG. The protein sequence of the target gene is MKLAFLFLGPMALLLLAGYGCVLGASSGNLRTFVGCAVREFTFLAKKPGCRGLRITTDACWGRCETWEKPILEPPYIEAHHRVCTYNETKQVTVKLPNCAPGVDPFYTYPVAIRCDCGACSTATTECETI. Result: 0 (no interaction). (6) The miRNA is hsa-miR-3187-5p with sequence CCUGGGCAGCGUGUGGCUGAAGG. The protein sequence of the target gene is MALSVETESHIYRALRTASGAAAHLVALGFTIFVAVLARPGSSLFSWHPVLMSLAFSFLMTEALLMFSPESSLLRSLSRKVRARCHWVLQLLALLCALLGLGLVILHKEQLGKAHLTTRHGQAGLLAVLWAGLQCSGGMGLLYPKLLPRWPLAKLKLYHATSGLVGYLLGSASLLLGMFSLWFTATVTGGAWYLAVLCPILTSLVIMNQVSNAYLYRKRIQP. Result: 0 (no interaction).